Dataset: Full USPTO retrosynthesis dataset with 1.9M reactions from patents (1976-2016). Task: Predict the reactants needed to synthesize the given product. (1) Given the product [CH:25]1([NH:30][C:20]([C:3]2[C:4](=[O:19])[NH:5][C:6]3[C:11]([C:2]=2[OH:1])=[N:10][CH:9]=[C:8]([CH2:12][C:13]2[CH:14]=[CH:15][CH:16]=[CH:17][CH:18]=2)[CH:7]=3)=[O:22])[CH2:29][CH2:28][CH2:27][CH2:26]1, predict the reactants needed to synthesize it. The reactants are: [OH:1][C:2]1[C:11]2[C:6](=[CH:7][C:8]([CH2:12][C:13]3[CH:18]=[CH:17][CH:16]=[CH:15][CH:14]=3)=[CH:9][N:10]=2)[NH:5][C:4](=[O:19])[C:3]=1[C:20]([O:22]CC)=O.[CH:25]1([NH2:30])[CH2:29][CH2:28][CH2:27][CH2:26]1.Cl. (2) Given the product [Cl:30][C:6]1[CH:7]=[CH:8][CH:3]=[CH:4][C:5]=1[N:9]1[CH2:14][CH2:13][N:12]([CH2:15][CH2:16][N:17]2[C:26](=[O:27])[C:25]3[C:20](=[CH:21][CH:22]=[CH:23][CH:24]=3)[N:19]=[CH:18]2)[CH2:11][CH2:10]1, predict the reactants needed to synthesize it. The reactants are: FC(F)(F)[C:3]1[CH:4]=[C:5]([N:9]2[CH2:14][CH2:13][N:12]([CH2:15][CH2:16][N:17]3[C:26](=[O:27])[C:25]4[C:20](=[CH:21][CH:22]=[CH:23][CH:24]=4)[N:19]=[CH:18]3)[CH2:11][CH2:10]2)[CH:6]=[CH:7][CH:8]=1.[Cl:30]C1C=CC=CC=1N1CCNCC1. (3) Given the product [C:5](=[O:7])([OH:8])[NH2:6].[C:9](=[O:11])([OH:12])[NH2:10].[C:13](=[O:15])([OH:16])[NH2:14].[OH:17][CH2:18][C:19]([CH2:24][OH:25])([CH2:22][OH:23])[CH2:20][CH3:21].[CH2:1]=[O:2], predict the reactants needed to synthesize it. The reactants are: [CH2:1]=[O:2].[OH-].[Na+].[C:5](=[O:8])([OH:7])[NH2:6].[C:9](=[O:12])([OH:11])[NH2:10].[C:13](=[O:16])([OH:15])[NH2:14].[OH:17][CH2:18][C:19]([CH2:24][OH:25])([CH2:22][OH:23])[CH2:20][CH3:21]. (4) Given the product [Cl:1][C:2]1[CH:10]=[CH:9][C:8]2[N:7]([CH2:11][C:12]([N:23]([CH3:24])[CH3:22])=[O:14])[C:6]3[CH2:17][CH2:18][N:19]([CH3:21])[CH2:20][C:5]=3[C:4]=2[CH:3]=1, predict the reactants needed to synthesize it. The reactants are: [Cl:1][C:2]1[CH:10]=[CH:9][C:8]2[N:7]([CH2:11][C:12]([O:14]CC)=O)[C:6]3[CH2:17][CH2:18][N:19]([CH3:21])[CH2:20][C:5]=3[C:4]=2[CH:3]=1.[CH3:22][NH:23][CH3:24]. (5) The reactants are: [C:1]([O:5][C:6]([NH:8][CH:9]1[CH2:14][CH2:13][N:12]([C:15]2[N:16]([CH2:39][C:40](O)=[O:41])[C:17](=[O:38])[C:18]([C:30]3[CH:35]=[CH:34][C:33]([O:36][CH3:37])=[CH:32][CH:31]=3)=[C:19]([C:21]3[CH:26]=[CH:25][C:24]([C:27]#[N:28])=[C:23]([F:29])[CH:22]=3)[N:20]=2)[CH2:11][CH2:10]1)=[O:7])([CH3:4])([CH3:3])[CH3:2].[NH4+].[Cl-].C[N:46](C(ON1N=NC2C=CC=NC1=2)=[N+](C)C)C.F[P-](F)(F)(F)(F)F.CCN(C(C)C)C(C)C. Given the product [C:1]([O:5][C:6](=[O:7])[NH:8][CH:9]1[CH2:10][CH2:11][N:12]([C:15]2[N:16]([CH2:39][C:40](=[O:41])[NH2:46])[C:17](=[O:38])[C:18]([C:30]3[CH:35]=[CH:34][C:33]([O:36][CH3:37])=[CH:32][CH:31]=3)=[C:19]([C:21]3[CH:26]=[CH:25][C:24]([C:27]#[N:28])=[C:23]([F:29])[CH:22]=3)[N:20]=2)[CH2:13][CH2:14]1)([CH3:3])([CH3:2])[CH3:4], predict the reactants needed to synthesize it.